This data is from NCI-60 drug combinations with 297,098 pairs across 59 cell lines. The task is: Regression. Given two drug SMILES strings and cell line genomic features, predict the synergy score measuring deviation from expected non-interaction effect. (1) Drug 1: CS(=O)(=O)OCCCCOS(=O)(=O)C. Cell line: EKVX. Synergy scores: CSS=8.73, Synergy_ZIP=-2.44, Synergy_Bliss=1.48, Synergy_Loewe=0.500, Synergy_HSA=0.342. Drug 2: C1CC(=O)NC(=O)C1N2C(=O)C3=CC=CC=C3C2=O. (2) Drug 1: C1=NC(=NC(=O)N1C2C(C(C(O2)CO)O)O)N. Drug 2: C1CNP(=O)(OC1)N(CCCl)CCCl. Cell line: RXF 393. Synergy scores: CSS=21.2, Synergy_ZIP=-4.69, Synergy_Bliss=-0.870, Synergy_Loewe=-29.1, Synergy_HSA=-0.978.